Dataset: Full USPTO retrosynthesis dataset with 1.9M reactions from patents (1976-2016). Task: Predict the reactants needed to synthesize the given product. Given the product [NH2:1][C:2]1[CH:3]=[C:4]([C:7]([Br:17])=[CH:8][N:9]=1)[C:5]#[N:6], predict the reactants needed to synthesize it. The reactants are: [NH2:1][C:2]1[CH:3]=[C:4]([CH:7]=[CH:8][N:9]=1)[C:5]#[N:6].C1C(=O)N([Br:17])C(=O)C1.